From a dataset of Full USPTO retrosynthesis dataset with 1.9M reactions from patents (1976-2016). Predict the reactants needed to synthesize the given product. (1) Given the product [F:17][C:6]1[CH:5]=[C:4]([C:18]2([OH:20])[CH2:31][CH2:32][O:33][CH2:19]2)[CH:3]=[C:2]([F:1])[C:7]=1[B:8]1[O:12][C:11]([CH3:13])([CH3:14])[C:10]([CH3:15])([CH3:16])[O:9]1, predict the reactants needed to synthesize it. The reactants are: [F:1][C:2]1[CH:3]=[C:4]([CH:18]([OH:20])[CH3:19])[CH:5]=[C:6]([F:17])[C:7]=1[B:8]1[O:12][C:11]([CH3:14])([CH3:13])[C:10]([CH3:16])([CH3:15])[O:9]1.CO.FC1C=C([C:31]2(O)CC[O:33][CH2:32]2)C=C(F)C=1. (2) Given the product [CH2:1]([O:3][C:4]([CH:5]1[CH2:19][CH:21]([S:23]([C:26]2[CH:31]=[CH:30][CH:29]=[CH:28][C:27]=2[C:32]([F:33])([F:35])[F:34])(=[O:24])=[O:25])[CH2:22][N:6]1[C:7]1[CH:12]=[CH:11][CH:10]=[C:9]([O:13][C:14]([F:15])([F:17])[F:16])[CH:8]=1)=[O:18])[CH3:2], predict the reactants needed to synthesize it. The reactants are: [CH2:1]([O:3][C:4](=[O:18])[CH2:5][NH:6][C:7]1[CH:12]=[CH:11][CH:10]=[C:9]([O:13][C:14]([F:17])([F:16])[F:15])[CH:8]=1)[CH3:2].[CH2:19]=O.[CH:21]([S:23]([C:26]1[CH:31]=[CH:30][CH:29]=[CH:28][C:27]=1[C:32]([F:35])([F:34])[F:33])(=[O:25])=[O:24])=[CH2:22]. (3) Given the product [O:23]1[CH2:24][CH:21]([N:18]2[CH2:19][CH2:20][N:15]([C:12]3[CH:13]=[CH:14][C:9]([NH:8][C:4]4[N:5]=[CH:6][N:7]=[C:2]([C:37]5[CH:38]=[CH:39][C:32]([O:31][CH:28]6[CH2:29][CH2:30][O:25][CH2:26][CH2:27]6)=[C:33]([CH:36]=5)[C:34]#[N:35])[N:3]=4)=[CH:10][CH:11]=3)[CH2:16][CH2:17]2)[CH2:22]1, predict the reactants needed to synthesize it. The reactants are: Cl[C:2]1[N:7]=[CH:6][N:5]=[C:4]([NH:8][C:9]2[CH:14]=[CH:13][C:12]([N:15]3[CH2:20][CH2:19][N:18]([CH:21]4[CH2:24][O:23][CH2:22]4)[CH2:17][CH2:16]3)=[CH:11][CH:10]=2)[N:3]=1.[O:25]1[CH2:30][CH2:29][CH:28]([O:31][C:32]2[CH:39]=[CH:38][C:37](B3OC(C)(C)C(C)(C)O3)=[CH:36][C:33]=2[C:34]#[N:35])[CH2:27][CH2:26]1.C1(P(C2C=CC=CC=2)C2C=CC=CC=2)C=CC=CC=1.C(=O)([O-])[O-].[Na+].[Na+].